From a dataset of Forward reaction prediction with 1.9M reactions from USPTO patents (1976-2016). Predict the product of the given reaction. (1) Given the reactants C([O:8][C:9](=[O:36])[C@@H:10]([NH:26][C@H:27]([C:29]([O:31][C:32]([CH3:35])([CH3:34])[CH3:33])=[O:30])[CH3:28])[CH2:11][C:12]1[CH:17]=[CH:16][C:15]([C:18]2[CH:23]=[C:22]([Cl:24])[CH:21]=[CH:20][C:19]=2[Cl:25])=[CH:14][CH:13]=1)C1C=CC=CC=1, predict the reaction product. The product is: [C:32]([O:31][C:29]([C@@H:27]([NH:26][C@@H:10]([CH2:11][C:12]1[CH:13]=[CH:14][C:15]([C:18]2[CH:23]=[C:22]([Cl:24])[CH:21]=[CH:20][C:19]=2[Cl:25])=[CH:16][CH:17]=1)[C:9]([OH:36])=[O:8])[CH3:28])=[O:30])([CH3:33])([CH3:34])[CH3:35]. (2) Given the reactants [C:1]([C:5]1[CH:6]=[C:7]([NH:16][C:17]([NH:19][C:20]2[C:29]3[C:24](=[CH:25][CH:26]=[CH:27][CH:28]=3)[C:23]([O:30][C:31]3[CH:36]=[CH:35][N:34]=[C:33]([NH:37][C:38]4[CH:43]=[C:42]([O:44][CH2:45][CH2:46][O:47][CH2:48][CH2:49][O:50][CH2:51][CH2:52][O:53][CH3:54])[CH:41]=[C:40]([O:55][CH3:56])[CH:39]=4)[N:32]=3)=[CH:22][CH:21]=2)=[O:18])[C:8]([O:14][CH3:15])=[C:9]([CH:13]=1)[C:10](O)=[O:11])([CH3:4])([CH3:3])[CH3:2].[CH3:57][N:58]([CH3:62])[CH2:59][CH2:60][NH2:61].C(N(CC)CC)C.C(P1(=O)OP(CCC)(=O)OP(CCC)(=O)O1)CC.CCOC(C)=O, predict the reaction product. The product is: [C:1]([C:5]1[CH:6]=[C:7]([NH:16][C:17]([NH:19][C:20]2[C:29]3[C:24](=[CH:25][CH:26]=[CH:27][CH:28]=3)[C:23]([O:30][C:31]3[CH:36]=[CH:35][N:34]=[C:33]([NH:37][C:38]4[CH:43]=[C:42]([O:44][CH2:45][CH2:46][O:47][CH2:48][CH2:49][O:50][CH2:51][CH2:52][O:53][CH3:54])[CH:41]=[C:40]([O:55][CH3:56])[CH:39]=4)[N:32]=3)=[CH:22][CH:21]=2)=[O:18])[C:8]([O:14][CH3:15])=[C:9]([CH:13]=1)[C:10]([NH:61][CH2:60][CH2:59][N:58]([CH3:62])[CH3:57])=[O:11])([CH3:4])([CH3:2])[CH3:3].